The task is: Predict the product of the given reaction.. This data is from Forward reaction prediction with 1.9M reactions from USPTO patents (1976-2016). (1) Given the reactants [OH:1][CH:2]([C:5]1[CH:6]=[C:7]2[C:12](=[CH:13][C:14]=1[C:15]([F:18])([F:17])[F:16])[NH:11][C:10](=[O:19])[N:9]([NH:20][S:21]([CH3:24])(=[O:23])=[O:22])[C:8]2=[O:25])[CH2:3][CH3:4].[C:26](Cl)(=[O:30])[CH:27]([CH3:29])[CH3:28], predict the reaction product. The product is: [OH:1][CH:2]([C:5]1[CH:6]=[C:7]2[C:12](=[CH:13][C:14]=1[C:15]([F:16])([F:18])[F:17])[NH:11][C:10](=[O:19])[N:9]([N:20]([C:26](=[O:30])[CH:27]([CH3:29])[CH3:28])[S:21]([CH3:24])(=[O:23])=[O:22])[C:8]2=[O:25])[CH2:3][CH3:4]. (2) The product is: [C:1]1([S:7]([CH2:8][CH2:9][CH2:10][CH2:11][CH2:12][C:13]([C:15]2[O:16][C:17]([C:20]3[CH:25]=[CH:24][CH:23]=[CH:22][N:21]=3)=[CH:18][N:19]=2)=[O:14])=[O:34])[CH:2]=[CH:3][CH:4]=[CH:5][CH:6]=1.[C:1]1([S:7][CH2:8][CH2:9][CH2:10][CH2:11][CH2:12][C:13]([C:15]2[O:16][C:17]([C:20]3[CH:25]=[CH:24][CH:23]=[CH:22][N:21]=3)=[CH:18][N:19]=2)=[O:14])[CH:2]=[CH:3][CH:4]=[CH:5][CH:6]=1. Given the reactants [C:1]1([S:7][CH2:8][CH2:9][CH2:10][CH2:11][CH2:12][C:13]([C:15]2[O:16][C:17]([C:20]3[CH:25]=[CH:24][CH:23]=[CH:22][N:21]=3)=[CH:18][N:19]=2)=[O:14])[CH:6]=[CH:5][CH:4]=[CH:3][CH:2]=1.C1C=C(Cl)C=C(C(OO)=[O:34])C=1, predict the reaction product. (3) Given the reactants [CH2:1]([N:3]([CH3:23])[C:4]([N:6]1[CH2:11][CH:10]([C:12]2[CH:17]=[CH:16][C:15]([CH2:18][CH3:19])=[CH:14][CH:13]=2)[CH2:9][CH:8]([C:20]([OH:22])=O)[CH2:7]1)=[O:5])[CH3:2].[F:24][C:25]1[CH:30]=[CH:29][C:28]([C:31](=[N:33]O)[NH2:32])=[CH:27][CH:26]=1, predict the reaction product. The product is: [CH2:1]([N:3]([CH3:23])[C:4]([N:6]1[CH2:7][CH:8]([C:20]2[O:22][N:33]=[C:31]([C:28]3[CH:29]=[CH:30][C:25]([F:24])=[CH:26][CH:27]=3)[N:32]=2)[CH2:9][CH:10]([C:12]2[CH:13]=[CH:14][C:15]([CH2:18][CH3:19])=[CH:16][CH:17]=2)[CH2:11]1)=[O:5])[CH3:2]. (4) Given the reactants [C:1]1([N:7]=[C:8]=[S:9])[CH:6]=[CH:5][CH:4]=[CH:3][CH:2]=1.[C:10]1([CH2:16][C:17]([NH:19][NH2:20])=[O:18])[CH:15]=[CH:14][CH:13]=[CH:12][CH:11]=1, predict the reaction product. The product is: [C:1]1([NH:7][C:8]([NH:20][NH:19][C:17](=[O:18])[CH2:16][C:10]2[CH:11]=[CH:12][CH:13]=[CH:14][CH:15]=2)=[S:9])[CH:6]=[CH:5][CH:4]=[CH:3][CH:2]=1. (5) Given the reactants Br[C:2]1[C:3]([CH3:9])=[CH:4][C:5]([Cl:8])=[N:6][CH:7]=1.C(=O)([O-])[O-].[Cs+].[Cs+].C(=[NH:29])(C1C=CC=CC=1)C1C=CC=CC=1.C1(P(C2C=CC=CC=2)C2C=CC3C(=CC=CC=3)C=2C2C3C(=CC=CC=3)C=CC=2P(C2C=CC=CC=2)C2C=CC=CC=2)C=CC=CC=1, predict the reaction product. The product is: [Cl:8][C:5]1[CH:4]=[C:3]([CH3:9])[C:2]([NH2:29])=[CH:7][N:6]=1. (6) Given the reactants [CH3:1][C:2]([C:4]1[CH:9]=[C:8]([O:10][CH2:11][C:12]([F:15])([F:14])[F:13])[CH:7]=[CH:6][C:5]=1[O:16][CH2:17][C:18]([F:21])([F:20])[F:19])=[O:3].[CH:22](=O)[C:23]1[CH:28]=[CH:27][CH:26]=[C:25]([O:29][CH3:30])[CH:24]=1, predict the reaction product. The product is: [F:21][C:18]([F:19])([F:20])[CH2:17][O:16][C:5]1[CH:6]=[CH:7][C:8]([O:10][CH2:11][C:12]([F:13])([F:14])[F:15])=[CH:9][C:4]=1[C:2](=[O:3])[CH:1]=[CH:22][C:23]1[CH:28]=[CH:27][CH:26]=[C:25]([O:29][CH3:30])[CH:24]=1. (7) Given the reactants CCN1C(CNC(C2C=C([S:21](CC)(=[O:23])=[O:22])C(N)=CC=2OC)=O)CCC1.[CH3:26][O:27][C:28]1[CH:36]=[C:35]([NH2:37])[C:34]([CH2:38][CH3:39])=[CH:33][C:29]=1[C:30]([OH:32])=S.[OH:40]O, predict the reaction product. The product is: [CH3:26][O:27][CH:28]1[C:36](=[S:21](=[O:23])=[O:22])[C:35]([NH2:37])=[C:34]([CH2:38][CH3:39])[CH:33]=[C:29]1[C:30]([OH:40])=[O:32]. (8) Given the reactants [NH:1]1[CH:5]=[CH:4][CH:3]=[CH:2]1.[H-].[Na+].[H][H].[CH:10]([Si:13](Cl)([CH:17]([CH3:19])[CH3:18])[CH:14]([CH3:16])[CH3:15])([CH3:12])[CH3:11], predict the reaction product. The product is: [CH:10]([Si:13]([CH:17]([CH3:19])[CH3:18])([CH:14]([CH3:16])[CH3:15])[N:1]1[CH:5]=[CH:4][CH:3]=[CH:2]1)([CH3:12])[CH3:11].